From a dataset of Catalyst prediction with 721,799 reactions and 888 catalyst types from USPTO. Predict which catalyst facilitates the given reaction. (1) Reactant: N[CH:2]([C:10]([OH:12])=[O:11])[CH2:3][C:4]1[CH:9]=[CH:8][CH:7]=[CH:6][CH:5]=1.N([O-])=O.[Na+].C(OC(C)C)(C)C.[BrH:24]. Product: [Br:24][CH:2]([CH2:3][C:4]1[CH:9]=[CH:8][CH:7]=[CH:6][CH:5]=1)[C:10]([OH:12])=[O:11]. The catalyst class is: 6. (2) Reactant: Cl.[N:2]1[CH:7]=[CH:6][CH:5]=[CH:4][C:3]=1[C:8](Cl)=[O:9].[CH3:11][C:12]1[C:17]([NH:18][C:19]2[N:24]=[C:23]([C:25]3[CH:30]=[CH:29][CH:28]=[CH:27][CH:26]=3)[CH:22]=[CH:21][N:20]=2)=[CH:16][C:15]([NH2:31])=[CH:14][N:13]=1. Product: [CH3:11][C:12]1[N:13]=[CH:14][C:15]([NH:31][C:8](=[O:9])[C:3]2[CH:4]=[CH:5][CH:6]=[CH:7][N:2]=2)=[CH:16][C:17]=1[NH:18][C:19]1[N:24]=[C:23]([C:25]2[CH:26]=[CH:27][CH:28]=[CH:29][CH:30]=2)[CH:22]=[CH:21][N:20]=1. The catalyst class is: 17. (3) Reactant: [Br:1][C:2]1[C:3]([NH:23][S:24]([CH3:27])(=[O:26])=[O:25])=[CH:4][C:5]2[O:9][C:8]([C:10]3[CH:15]=[CH:14][C:13]([F:16])=[CH:12][C:11]=3[F:17])=[C:7]([C:18]([NH:20][CH3:21])=[O:19])[C:6]=2[CH:22]=1.[C:28]([O-])([O-])=O.[K+].[K+].N[C@H](C(O)=O)CCSC. Product: [Br:1][C:2]1[C:3]([N:23]([CH3:28])[S:24]([CH3:27])(=[O:25])=[O:26])=[CH:4][C:5]2[O:9][C:8]([C:10]3[CH:15]=[CH:14][C:13]([F:16])=[CH:12][C:11]=3[F:17])=[C:7]([C:18]([NH:20][CH3:21])=[O:19])[C:6]=2[CH:22]=1. The catalyst class is: 3. (4) Reactant: [OH:1][CH2:2][CH2:3][O:4][NH:5][C:6]1[C:11]([C:12]#[N:13])=[C:10]([C:14]2[CH:19]=[CH:18][C:17]([O:20][CH2:21][CH2:22][OH:23])=[CH:16][CH:15]=2)[C:9]([C:24]#[N:25])=[C:8]([S:26]C2C=CC=CC=2)[N:7]=1.[S-2].[Na+].[Na+].Cl. The catalyst class is: 3. Product: [OH:1][CH2:2][CH2:3][O:4][NH:5][C:6]1[C:11]([C:12]#[N:13])=[C:10]([C:14]2[CH:19]=[CH:18][C:17]([O:20][CH2:21][CH2:22][OH:23])=[CH:16][CH:15]=2)[C:9]([C:24]#[N:25])=[C:8]([SH:26])[N:7]=1. (5) Reactant: [C:1]([O:9][CH2:10][CH2:11][CH2:12][C:13]([CH3:24])([CH3:23])[CH2:14][O:15][S:16]([CH2:19][CH2:20][CH2:21]Cl)(=[O:18])=[O:17])(=[O:8])[C:2]1[CH:7]=[CH:6][CH:5]=[CH:4][CH:3]=1.[N-:25]=[N+:26]=[N-:27].[Na+]. Product: [C:1]([O:9][CH2:10][CH2:11][CH2:12][C:13]([CH3:24])([CH3:23])[CH2:14][O:15][S:16]([CH2:19][CH2:20][CH2:21][N:25]=[N+:26]=[N-:27])(=[O:18])=[O:17])(=[O:8])[C:2]1[CH:7]=[CH:6][CH:5]=[CH:4][CH:3]=1. The catalyst class is: 16. (6) Product: [N:9]1[CH:10]=[CH:11][C:6]([C:4]2[N:14]=[C:13]([SH:12])[NH:2][CH:3]=2)=[CH:7][CH:8]=1. Reactant: Cl.[NH2:2][CH2:3][C:4]([C:6]1[CH:11]=[CH:10][N:9]=[CH:8][CH:7]=1)=O.[S-:12][C:13]#[N:14].[K+]. The catalyst class is: 6. (7) Reactant: [NH2:1][C:2]1[CH:3]=[C:4]([C:23]2[CH:28]=[CH:27][CH:26]=[C:25]([F:29])[CH:24]=2)[CH:5]=[CH:6][C:7]=1[C:8]([NH:10][C@H:11]([C:19]([O:21][CH3:22])=[O:20])[C@@H:12]([CH3:18])[O:13][C:14]([CH3:17])([CH3:16])[CH3:15])=[O:9].[Br:30][C:31]1[CH:32]=[C:33]([CH3:41])[C:34]([N:38]=[C:39]=[O:40])=[C:35]([CH3:37])[CH:36]=1. Product: [Br:30][C:31]1[CH:36]=[C:35]([CH3:37])[C:34]([NH:38][C:39]([NH:1][C:2]2[CH:3]=[C:4]([C:23]3[CH:28]=[CH:27][CH:26]=[C:25]([F:29])[CH:24]=3)[CH:5]=[CH:6][C:7]=2[C:8]([NH:10][C@H:11]([C:19]([O:21][CH3:22])=[O:20])[C@@H:12]([CH3:18])[O:13][C:14]([CH3:17])([CH3:15])[CH3:16])=[O:9])=[O:40])=[C:33]([CH3:41])[CH:32]=1. The catalyst class is: 17. (8) Reactant: [ClH:1].C(OC([N:9]1[CH2:14][CH2:13][CH:12]([CH2:15][CH2:16][CH2:17][O:18][C:19]2[CH:24]=[C:23]([CH3:25])[C:22]([C:26]([OH:28])=[O:27])=[C:21]([CH3:29])[CH:20]=2)[CH2:11][CH2:10]1)=O)(C)(C)C. Product: [ClH:1].[CH3:29][C:21]1[CH:20]=[C:19]([O:18][CH2:17][CH2:16][CH2:15][CH:12]2[CH2:11][CH2:10][NH:9][CH2:14][CH2:13]2)[CH:24]=[C:23]([CH3:25])[C:22]=1[C:26]([OH:28])=[O:27]. The catalyst class is: 12. (9) Reactant: [CH3:1][O:2][C:3]1[CH:11]=[C:10]2[C:6]([CH2:7][N:8]([C:13]3[CH:21]=[C:20]4[C:16]([CH:17]=[CH:18][N:19]4[CH2:22][C:23]#[N:24])=[CH:15][CH:14]=3)[C:9]2=[O:12])=[CH:5][CH:4]=1. Product: [NH2:24][CH2:23][CH2:22][N:19]1[C:20]2[C:16](=[CH:15][CH:14]=[C:13]([N:8]3[CH2:7][C:6]4[C:10](=[CH:11][C:3]([O:2][CH3:1])=[CH:4][CH:5]=4)[C:9]3=[O:12])[CH:21]=2)[CH:17]=[CH:18]1. The catalyst class is: 7.